This data is from Forward reaction prediction with 1.9M reactions from USPTO patents (1976-2016). The task is: Predict the product of the given reaction. Given the reactants [CH:1]([C:3]1[CH:10]=[CH:9][C:6]([C:7]#[N:8])=[CH:5][C:4]=1[S:11]([CH3:14])(=[O:13])=[O:12])=O.[C:15]([OH:18])(=O)[CH3:16].[NH:19]1CCC[CH2:21][CH2:20]1.O, predict the reaction product. The product is: [C:20]([C:21]([C:15](=[O:18])[CH3:16])=[CH:1][C:3]1[CH:10]=[CH:9][C:6]([C:7]#[N:8])=[CH:5][C:4]=1[S:11]([CH3:14])(=[O:13])=[O:12])#[N:19].